From a dataset of Full USPTO retrosynthesis dataset with 1.9M reactions from patents (1976-2016). Predict the reactants needed to synthesize the given product. (1) Given the product [C:3]([OH:13])(=[O:2])[CH:4]=[CH:5][CH2:6][CH2:7][CH:8]=[CH:9][CH:10]=[CH:11][CH3:12], predict the reactants needed to synthesize it. The reactants are: C[O:2][C:3](=[O:13])[CH:4]=[CH:5][CH2:6][CH2:7][CH:8]=[CH:9][CH:10]=[CH:11][CH3:12].[OH-].[K+].Cl. (2) Given the product [CH3:3][C:4]1[N:8]([CH:9]2[CH2:15][CH:14]3[N:16]([CH2:17][CH2:18][C:19]4([C:25]5[CH:30]=[CH:29][CH:28]=[CH:27][CH:26]=5)[CH2:20][CH2:21][N:22]([C:36]5[N:41]=[CH:40][CH:39]=[CH:38][N:37]=5)[CH2:23][CH2:24]4)[CH:11]([CH2:12][CH2:13]3)[CH2:10]2)[C:7]2[CH:31]=[CH:32][CH:33]=[CH:34][C:6]=2[N:5]=1, predict the reactants needed to synthesize it. The reactants are: Cl.Cl.[CH3:3][C:4]1[N:8]([CH:9]2[CH2:15][CH:14]3[N:16]([CH2:17][CH2:18][C:19]4([C:25]5[CH:30]=[CH:29][CH:28]=[CH:27][CH:26]=5)[CH2:24][CH2:23][NH:22][CH2:21][CH2:20]4)[CH:11]([CH2:12][CH2:13]3)[CH2:10]2)[C:7]2[CH:31]=[CH:32][CH:33]=[CH:34][C:6]=2[N:5]=1.Cl[C:36]1[N:41]=[CH:40][CH:39]=[CH:38][N:37]=1.C(N(CC)CC)C. (3) Given the product [CH2:30]1[C:29]2[C:13]([C:14]3[CH:1]=[CH:2][CH:3]=[CH:4][C:5]=3[C:6]3[C:7]=2[CH:8]=[C:10]2[C:11]=3[C:33]3[CH:32]=[CH:7][CH:6]=[CH:5][C:4]=3[C:3]3[CH:2]=[CH:1][CH:14]=[CH:13][C:9]=32)=[CH:12][CH:15]=[CH:17]1, predict the reactants needed to synthesize it. The reactants are: [CH:1]1[C:14]2[CH:13]=[C:12]([CH:15]([C:17]3C4C(C5C=CC=C[C:29]=5[CH:30]=3)=CC=CC=4)O)[C:11]3[C:6](=[CH:7][CH:8]=[CH:9][CH:10]=3)[C:5]=2[CH:4]=[CH:3][CH:2]=1.F[C:32](F)(F)[C:33](O)=O.